Dataset: Forward reaction prediction with 1.9M reactions from USPTO patents (1976-2016). Task: Predict the product of the given reaction. (1) Given the reactants [Br:1][C:2]1[C:10]2[C:5](=[CH:6][CH:7]=[CH:8][CH:9]=2)[NH:4][N:3]=1.[Cl:11][C:12]1[CH:20]=[CH:19][CH:18]=[C:17]([C:21]([F:24])([F:23])[F:22])[C:13]=1[C:14](Cl)=[O:15].CCN(CC)CC.O, predict the reaction product. The product is: [Br:1][C:2]1[C:10]2[C:5](=[CH:6][CH:7]=[CH:8][CH:9]=2)[N:4]([C:14]([C:13]2[C:17]([C:21]([F:22])([F:23])[F:24])=[CH:18][CH:19]=[CH:20][C:12]=2[Cl:11])=[O:15])[N:3]=1. (2) Given the reactants I[C:2]1[CH:3]=[N:4][N:5]([CH:7]2[CH2:12][CH2:11][CH2:10][CH2:9][O:8]2)[CH:6]=1.[C:13]1(B2OC(C)(C)C(C)(C)O2)[CH2:18][CH2:17][CH2:16][CH2:15][CH:14]=1.C(=O)([O-])[O-].[K+].[K+], predict the reaction product. The product is: [C:13]1([C:2]2[CH:3]=[N:4][N:5]([CH:7]3[CH2:12][CH2:11][CH2:10][CH2:9][O:8]3)[CH:6]=2)[CH2:18][CH2:17][CH2:16][CH2:15][CH:14]=1. (3) Given the reactants [BH4-].[Li+].C([O:5][C:6](=O)[C:7]([NH:31][C:32](=[O:34])[CH3:33])([CH:13]1[CH2:22][CH2:21][C:20]2[C:15](=[CH:16][CH:17]=[C:18]([CH2:23][CH2:24][CH2:25][CH2:26][CH2:27][CH2:28][CH2:29][CH3:30])[CH:19]=2)[CH2:14]1)[C:8](OCC)=[O:9])C, predict the reaction product. The product is: [OH:9][CH2:8][C:7]([NH:31][C:32](=[O:34])[CH3:33])([CH2:6][OH:5])[CH:13]1[CH2:22][CH2:21][C:20]2[C:15](=[CH:16][CH:17]=[C:18]([CH2:23][CH2:24][CH2:25][CH2:26][CH2:27][CH2:28][CH2:29][CH3:30])[CH:19]=2)[CH2:14]1.